Dataset: Full USPTO retrosynthesis dataset with 1.9M reactions from patents (1976-2016). Task: Predict the reactants needed to synthesize the given product. (1) Given the product [Br:1][C:2]1[CH:7]=[CH:6][C:5]([OH:8])=[C:4]([CH2:14][C:13]2[CH:16]=[CH:17][C:10]([F:9])=[CH:11][CH:12]=2)[CH:3]=1, predict the reactants needed to synthesize it. The reactants are: [Br:1][C:2]1[CH:7]=[CH:6][C:5]([OH:8])=[CH:4][CH:3]=1.[F:9][C:10]1[CH:17]=[CH:16][C:13]([CH2:14]O)=[CH:12][CH:11]=1.ClC(Cl)C. (2) The reactants are: [Br:1][C:2]1[CH:3]=[CH:4][C:5]2[O:10][C:9](=[O:11])[CH:8]=[C:7]([O:12][CH2:13][CH2:14][CH2:15][O:16]C3CCCCO3)[C:6]=2[CH:23]=1.CC(O)=O.C1COCC1. Given the product [Br:1][C:2]1[CH:3]=[CH:4][C:5]2[O:10][C:9](=[O:11])[CH:8]=[C:7]([O:12][CH2:13][CH2:14][CH2:15][OH:16])[C:6]=2[CH:23]=1, predict the reactants needed to synthesize it. (3) The reactants are: [N:1]([C@@H:4]1[CH2:28][CH2:27][C@@:26]2([CH3:29])[C:6](=[CH:7][CH2:8][C@@H:9]3[C@@H:25]2[CH2:24][CH2:23][C@@:22]2([CH3:30])[C@H:10]3[CH2:11][CH2:12][C@@H:13]2[C@H:14]([CH3:21])[CH2:15][CH2:16][CH2:17][CH:18]([CH3:20])[CH3:19])[CH2:5]1)=[N+]=[N-].[H-].[Al+3].[Li+].[H-].[H-].[H-].O.[OH-].[Na+]. Given the product [NH2:1][C@@H:4]1[CH2:28][CH2:27][C@@:26]2([CH3:29])[C:6](=[CH:7][CH2:8][C@@H:9]3[C@@H:25]2[CH2:24][CH2:23][C@@:22]2([CH3:30])[C@H:10]3[CH2:11][CH2:12][C@@H:13]2[C@H:14]([CH3:21])[CH2:15][CH2:16][CH2:17][CH:18]([CH3:20])[CH3:19])[CH2:5]1, predict the reactants needed to synthesize it. (4) Given the product [CH2:1]([C:3]1([C:16]([OH:21])=[O:17])[CH2:15][CH:6]2[CH2:7][N:8]([C:10](=[O:11])[N:12]([CH3:13])[CH3:14])[CH2:9][CH:5]2[CH2:4]1)[CH3:2], predict the reactants needed to synthesize it. The reactants are: [CH2:1]([C:3]1([CH:16]=[O:17])[CH2:15][CH:6]2[CH2:7][N:8]([C:10]([N:12]([CH3:14])[CH3:13])=[O:11])[CH2:9][CH:5]2[CH2:4]1)[CH3:2].O.O.P([O-])(O)(O)=[O:21].[Na+].Cl([O-])=O.[Na+].CC(=CC)C. (5) Given the product [CH3:12][S:11][C:9]1[S:8][C:7]([C:13]([OH:15])=[O:14])=[C:6]2[CH2:5][CH2:4][C:3]3[CH:18]=[C:7]([C:6]4[CH:10]=[CH:2][CH:3]=[CH:4][CH:5]=4)[S:8][C:2]=3[C:10]=12, predict the reactants needed to synthesize it. The reactants are: Cl[C:2]1[C:10]2[C:6](=[C:7]([C:13]([O:15]CC)=[O:14])[S:8][C:9]=2[S:11][CH3:12])[CH2:5][CH2:4][C:3]=1[CH:18]=O.C(=O)([O-])[O-].[K+].[K+].CN(C)C=O.[OH-].[Na+].